This data is from Full USPTO retrosynthesis dataset with 1.9M reactions from patents (1976-2016). The task is: Predict the reactants needed to synthesize the given product. (1) The reactants are: [NH2:1][C:2]1[CH:3]=[CH:4][C:5]([O:19][C:20]2[CH:25]=[CH:24][CH:23]=[CH:22][CH:21]=2)=[C:6]([C:8]2[C:9]3[CH:18]=[CH:17][NH:16][C:10]=3[C:11](=[O:15])[N:12]([CH3:14])[CH:13]=2)[CH:7]=1.C(N(CC)CC)C.[F:33][C:34]([F:41])([F:40])[CH2:35][S:36](Cl)(=[O:38])=[O:37]. Given the product [F:33][C:34]([F:41])([F:40])[CH2:35][S:36]([NH:1][C:2]1[CH:3]=[CH:4][C:5]([O:19][C:20]2[CH:21]=[CH:22][CH:23]=[CH:24][CH:25]=2)=[C:6]([C:8]2[C:9]3[CH:18]=[CH:17][NH:16][C:10]=3[C:11](=[O:15])[N:12]([CH3:14])[CH:13]=2)[CH:7]=1)(=[O:38])=[O:37], predict the reactants needed to synthesize it. (2) Given the product [CH3:14][C:9]1[CH:10]=[C:4]([C:6]2[C:7](=[O:23])[NH:8][C:9]3[C:14]([C:15]=2[C:16]2[CH:17]=[CH:18][CH:19]=[CH:20][CH:21]=2)=[CH:13][C:12]([CH:30]=[O:25])=[CH:11][CH:10]=3)[O:5][N:8]=1, predict the reactants needed to synthesize it. The reactants are: C(O[C:4]([C:6]1[C:7](=[O:23])[NH:8][C:9]2[C:14]([C:15]=1[C:16]1[CH:21]=[CH:20][CH:19]=[CH:18][CH:17]=1)=[CH:13][C:12](Cl)=[CH:11][CH:10]=2)=[O:5])C.Cl.[O:25]1[CH2:30]COCC1.